From a dataset of NCI-60 drug combinations with 297,098 pairs across 59 cell lines. Regression. Given two drug SMILES strings and cell line genomic features, predict the synergy score measuring deviation from expected non-interaction effect. (1) Drug 1: CC12CCC(CC1=CCC3C2CCC4(C3CC=C4C5=CN=CC=C5)C)O. Drug 2: CC12CCC3C(C1CCC2O)C(CC4=C3C=CC(=C4)O)CCCCCCCCCS(=O)CCCC(C(F)(F)F)(F)F. Cell line: DU-145. Synergy scores: CSS=4.69, Synergy_ZIP=0.763, Synergy_Bliss=2.26, Synergy_Loewe=0.885, Synergy_HSA=0.996. (2) Drug 1: CCC1(CC2CC(C3=C(CCN(C2)C1)C4=CC=CC=C4N3)(C5=C(C=C6C(=C5)C78CCN9C7C(C=CC9)(C(C(C8N6C=O)(C(=O)OC)O)OC(=O)C)CC)OC)C(=O)OC)O.OS(=O)(=O)O. Drug 2: CC(C)(C#N)C1=CC(=CC(=C1)CN2C=NC=N2)C(C)(C)C#N. Cell line: SNB-75. Synergy scores: CSS=11.9, Synergy_ZIP=-5.29, Synergy_Bliss=0.957, Synergy_Loewe=-8.09, Synergy_HSA=-0.302.